From a dataset of Peptide-MHC class II binding affinity with 134,281 pairs from IEDB. Regression. Given a peptide amino acid sequence and an MHC pseudo amino acid sequence, predict their binding affinity value. This is MHC class II binding data. (1) The peptide sequence is KFGVAKKANVYAVKV. The MHC is DRB3_0101 with pseudo-sequence DRB3_0101. The binding affinity (normalized) is 0.0891. (2) The MHC is HLA-DQA10201-DQB10202 with pseudo-sequence HLA-DQA10201-DQB10202. The peptide sequence is HCNEMSWIQSIPFVH. The binding affinity (normalized) is 0.277. (3) The binding affinity (normalized) is 0. The peptide sequence is KPTAAGPKDNGGACG. The MHC is HLA-DQA10101-DQB10501 with pseudo-sequence HLA-DQA10101-DQB10501. (4) The peptide sequence is GELQIVDKPDAAFKI. The MHC is DRB1_0802 with pseudo-sequence DRB1_0802. The binding affinity (normalized) is 0.408.